Dataset: Acute oral toxicity (LD50) regression data from Zhu et al.. Task: Regression/Classification. Given a drug SMILES string, predict its toxicity properties. Task type varies by dataset: regression for continuous values (e.g., LD50, hERG inhibition percentage) or binary classification for toxic/non-toxic outcomes (e.g., AMES mutagenicity, cardiotoxicity, hepatotoxicity). Dataset: ld50_zhu. (1) The drug is Cc1cc(=O)oc2cc(O)ccc12. The rat oral LD50 is 1.66, given as -log10 of the dose in mol/kg body weight (higher means more acutely toxic). (2) The drug is O=[N+]([O-])C(F)(COCOCC(F)([N+](=O)[O-])[N+](=O)[O-])[N+](=O)[O-]. The rat oral LD50 is 2.12, given as -log10 of the dose in mol/kg body weight (higher means more acutely toxic). (3) The compound is O=C1CN=C(c2ccccc2F)c2cc(Cl)ccc2N1CC1CC1. The rat oral LD50 is 1.53, given as -log10 of the dose in mol/kg body weight (higher means more acutely toxic). (4) The drug is CC(C)OC(=O)Cl. The rat oral LD50 is 2.06, given as -log10 of the dose in mol/kg body weight (higher means more acutely toxic). (5) The drug is c1ccc(N=Nc2ccccc2)cc1. The rat oral LD50 is 2.26, given as -log10 of the dose in mol/kg body weight (higher means more acutely toxic). (6) The rat oral LD50 is 3.58, given as -log10 of the dose in mol/kg body weight (higher means more acutely toxic). The compound is Nc1ncnc2c1ncn2C1OC2=CC(C(=O)O)(C(O)C(=O)O)OC2C1O. (7) The drug is CNC(=O)ON=C(C)SCC(=O)N1CCCC1. The rat oral LD50 is 4.02, given as -log10 of the dose in mol/kg body weight (higher means more acutely toxic).